Dataset: Full USPTO retrosynthesis dataset with 1.9M reactions from patents (1976-2016). Task: Predict the reactants needed to synthesize the given product. (1) Given the product [CH3:20][O:19][C:15]1[CH:14]=[C:13]([CH:18]=[CH:17][CH:16]=1)[CH2:12][N:2]1[CH2:3][C:4]2[C:9](=[CH:8][CH:7]=[CH:6][CH:5]=2)[C:1]1=[O:10], predict the reactants needed to synthesize it. The reactants are: [C:1]1(=[O:10])[C:9]2[C:4](=[CH:5][CH:6]=[CH:7][CH:8]=2)[CH2:3][NH:2]1.Cl[CH2:12][C:13]1[CH:18]=[CH:17][CH:16]=[C:15]([O:19][CH3:20])[CH:14]=1.C([O-])([O-])=O.[Cs+].[Cs+].C1OCCOCCOCCOCCOCCOC1. (2) Given the product [CH3:21][O:22][C:23]1[CH:28]=[CH:27][CH:26]=[CH:25][C:24]=1[CH2:29][C:30]([N:7]([C:4]1[CH:3]=[CH:2][C:1]([CH3:20])=[CH:6][CH:5]=1)[CH2:8][CH2:9][C:10]1[CH:15]=[CH:14][C:13]([C:16]([F:17])([F:18])[F:19])=[CH:12][CH:11]=1)=[O:31], predict the reactants needed to synthesize it. The reactants are: [C:1]1([CH3:20])[CH:6]=[CH:5][C:4]([NH:7][CH2:8][CH2:9][C:10]2[CH:15]=[CH:14][C:13]([C:16]([F:19])([F:18])[F:17])=[CH:12][CH:11]=2)=[CH:3][CH:2]=1.[CH3:21][O:22][C:23]1[CH:28]=[CH:27][CH:26]=[CH:25][C:24]=1[CH2:29][C:30](O)=[O:31]. (3) The reactants are: Cl[CH2:2][C:3]1[C:4]([CH3:25])=[N:5][C:6]2[N:7]([CH:17]=[C:18]([C:20]([O:22][CH2:23][CH3:24])=[O:21])[N:19]=2)[C:8]=1[C:9]1[CH:14]=[CH:13][C:12]([Cl:15])=[CH:11][C:10]=1[Cl:16].[N-:26]=[N+:27]=[N-:28].[Na+]. Given the product [N:26]([CH2:2][C:3]1[C:4]([CH3:25])=[N:5][C:6]2[N:7]([CH:17]=[C:18]([C:20]([O:22][CH2:23][CH3:24])=[O:21])[N:19]=2)[C:8]=1[C:9]1[CH:14]=[CH:13][C:12]([Cl:15])=[CH:11][C:10]=1[Cl:16])=[N+:27]=[N-:28], predict the reactants needed to synthesize it.